Dataset: Peptide-MHC class II binding affinity with 134,281 pairs from IEDB. Task: Regression. Given a peptide amino acid sequence and an MHC pseudo amino acid sequence, predict their binding affinity value. This is MHC class II binding data. (1) The peptide sequence is SEFENDEHIILYLVN. The MHC is HLA-DPA10201-DPB11401 with pseudo-sequence HLA-DPA10201-DPB11401. The binding affinity (normalized) is 0.416. (2) The peptide sequence is QKGRGSRGQHQAHSLERVCH. The binding affinity (normalized) is 0.196. The MHC is DRB1_1501 with pseudo-sequence DRB1_1501. (3) The peptide sequence is RLATAIAGAWENGVC. The MHC is DRB1_0401 with pseudo-sequence DRB1_0401. The binding affinity (normalized) is 0.109.